From a dataset of Forward reaction prediction with 1.9M reactions from USPTO patents (1976-2016). Predict the product of the given reaction. (1) The product is: [Br:1][C:2]1[CH:3]=[C:4]2[C:9](=[CH:10][CH:11]=1)[N:8]=[CH:7][N:6]=[C:5]2[C:20]1[CH:21]=[CH:22][C:14]([CH3:13])=[C:15]([CH:19]=1)[C:16]([OH:18])=[O:17]. Given the reactants [Br:1][C:2]1[CH:3]=[C:4]2[C:9](=[CH:10][CH:11]=1)[N:8]=[CH:7][N:6]=[C:5]2Cl.[CH3:13][C:14]1[CH:22]=[CH:21][C:20](B2OC(C)(C)C(C)(C)O2)=[CH:19][C:15]=1[C:16]([OH:18])=[O:17].[O-]P([O-])([O-])=O.[K+].[K+].[K+], predict the reaction product. (2) Given the reactants [Cl:1][C:2]1[CH:7]=[CH:6][N+:5]([O-])=[C:4]([CH3:9])[C:3]=1[CH3:10].C(OC(=O)C)(=[O:13])C, predict the reaction product. The product is: [Cl:1][C:2]1[CH:7]=[CH:6][N:5]=[C:4]([CH2:9][OH:13])[C:3]=1[CH3:10].